Dataset: TCR-epitope binding with 47,182 pairs between 192 epitopes and 23,139 TCRs. Task: Binary Classification. Given a T-cell receptor sequence (or CDR3 region) and an epitope sequence, predict whether binding occurs between them. (1) The epitope is ALLADKFPV. The TCR CDR3 sequence is CASSLKAVVTGELFF. Result: 0 (the TCR does not bind to the epitope). (2) The epitope is NEGVKAAW. The TCR CDR3 sequence is CASSFQGNYEQYF. Result: 0 (the TCR does not bind to the epitope). (3) The epitope is GILGFVFTL. The TCR CDR3 sequence is CSARGTNNNEQFF. Result: 1 (the TCR binds to the epitope). (4) The epitope is GILGFVFTL. The TCR CDR3 sequence is CRMRGPANTEAFF. Result: 1 (the TCR binds to the epitope). (5) The epitope is VTIAEILLI. The TCR CDR3 sequence is CASSLDGSPSLAKNIQYF. Result: 0 (the TCR does not bind to the epitope). (6) The epitope is FLLNKEMYL. The TCR CDR3 sequence is CASSERRTSGRVGELFF. Result: 0 (the TCR does not bind to the epitope). (7) The epitope is LLWNGPMAV. The TCR CDR3 sequence is CASSRQGGYGYTF. Result: 1 (the TCR binds to the epitope). (8) The epitope is RPHERNGFTVL. The TCR CDR3 sequence is CASSPIGGLEETQYF. Result: 0 (the TCR does not bind to the epitope). (9) The epitope is VLAWLYAAV. The TCR CDR3 sequence is CAISTGTGDNQPQHF. Result: 1 (the TCR binds to the epitope). (10) The epitope is RLYYDSMSY. The TCR CDR3 sequence is CASSLSARAAGYTF. Result: 0 (the TCR does not bind to the epitope).